This data is from Experimentally validated miRNA-target interactions with 360,000+ pairs, plus equal number of negative samples. The task is: Binary Classification. Given a miRNA mature sequence and a target amino acid sequence, predict their likelihood of interaction. The miRNA is hsa-miR-130b-3p with sequence CAGUGCAAUGAUGAAAGGGCAU. The protein sequence of the target gene is MATKTELSPTARESKNAQDMQVDETLIPRKVPSLCSARYGIALVLHFCNFTTIAQNVIMNITMVAMVNSTSPQSQLNDSSEVLPVDSFGGLSKAPKSLPAKSSILGGQFAIWEKWGPPQERSRLCSIALSGMLLGCFTAILIGGFISETLGWPFVFYIFGGVGCVCCLLWFVVIYDDPVSYPWISTSEKEYIISSLKQQVGSSKQPLPIKAMLRSLPIWSICLGCFSHQWLVSTMVVYIPTYISSVYHVNIRDNGLLSALPFIVAWVIGMVGGYLADFLLTKKFRLITVRKIATILGSLP.... Result: 0 (no interaction).